The task is: Predict the reaction yield, written as a fraction of the theoretical maximum amount of product (1.0 means a 100% yield; for example, 0.34 means a 34% yield).. This data is from Reaction yield outcomes from USPTO patents with 853,638 reactions. (1) The reactants are [F:1][C:2]1[CH:7]=[CH:6][C:5]([C:8]2[CH:9]=[N:10][N:11]([CH2:13][CH2:14][CH2:15][C:16]([OH:18])=O)[CH:12]=2)=[CH:4][CH:3]=1.[Cl:19][C:20]1[CH:21]=[CH:22][C:23]([O:29][CH3:30])=[C:24]([CH:28]=1)[CH2:25][NH:26][CH3:27]. No catalyst specified. The product is [Cl:19][C:20]1[CH:21]=[CH:22][C:23]([O:29][CH3:30])=[C:24]([CH:28]=1)[CH2:25][N:26]([CH3:27])[C:16](=[O:18])[CH2:15][CH2:14][CH2:13][N:11]1[CH:12]=[C:8]([C:5]2[CH:4]=[CH:3][C:2]([F:1])=[CH:7][CH:6]=2)[CH:9]=[N:10]1. The yield is 0.470. (2) The reactants are Cl[C:2]1[N:6]([CH3:7])[C:5]2[C:8]([CH:14]([CH2:17][CH3:18])[CH2:15][CH3:16])=[CH:9][CH:10]=[C:11]([O:12][CH3:13])[C:4]=2[N:3]=1.[Cl:19][C:20]1[CH:25]=[C:24]([Cl:26])[CH:23]=[C:22]([CH2:27][N:28]([CH3:30])[CH3:29])[C:21]=1[OH:31].C(=O)([O-])[O-].[K+].[K+].Cl. The catalyst is O.CO.C(OCC)(=O)C.CN(C)C=O. The product is [Cl:19][C:20]1[C:21]([O:31][C:2]2[N:6]([CH3:7])[C:5]3[C:8]([CH:14]([CH2:17][CH3:18])[CH2:15][CH3:16])=[CH:9][CH:10]=[C:11]([O:12][CH3:13])[C:4]=3[N:3]=2)=[C:22]([CH2:27][N:28]([CH3:29])[CH3:30])[CH:23]=[C:24]([Cl:26])[CH:25]=1. The yield is 0.200. (3) The reactants are [NH2:1][C:2]1[N:7]=[C:6](Br)[C:5](Br)=[CH:4][CH:3]=1.C([Sn](CCCC)(CCCC)[CH2:15][O:16][CH2:17][Sn](CCCC)(CCCC)CCCC)CCC.CC(C1C=C(C(C)C)C(C2C=CC=CC=2P(C2CCCCC2)C2CCCCC2)=C(C(C)C)C=1)C. The catalyst is C1C=CC(/C=C/C(/C=C/C2C=CC=CC=2)=O)=CC=1.C1C=CC(/C=C/C(/C=C/C2C=CC=CC=2)=O)=CC=1.C1C=CC(/C=C/C(/C=C/C2C=CC=CC=2)=O)=CC=1.[Pd].[Pd].O1CCOCC1. The product is [NH2:1][C:2]1[N:7]=[C:6]2[CH2:15][O:16][CH2:17][C:5]2=[CH:4][CH:3]=1. The yield is 0.250.